From a dataset of Forward reaction prediction with 1.9M reactions from USPTO patents (1976-2016). Predict the product of the given reaction. (1) Given the reactants [CH2:1]([C@H:8]1[N:13]([C:14]([C:16]2[N:17]=[CH:18][N:19]([C@H:27]3[CH2:32][CH2:31][CH2:30][CH2:29][C@@H:28]3[OH:33])[C:20]=2[C:21]2[CH:26]=[CH:25][CH:24]=[CH:23][CH:22]=2)=[O:15])[CH2:12][CH2:11][N:10]([C:34]([O:36][C:37]([CH3:40])([CH3:39])[CH3:38])=[O:35])[CH2:9]1)[C:2]1[CH:7]=[CH:6][CH:5]=[CH:4][CH:3]=1.ClC(OC1C=[CH:49][C:48]([N+:51]([O-])=O)=CC=1)=O.C(N)C.[C:57](=O)([O-])[OH:58].[Na+], predict the reaction product. The product is: [CH2:1]([C@H:8]1[N:13]([C:14]([C:16]2[N:17]=[CH:18][N:19]([C@H:27]3[CH2:32][CH2:31][CH2:30][CH2:29][C@@H:28]3[O:33][C:57]([NH:51][CH2:48][CH3:49])=[O:58])[C:20]=2[C:21]2[CH:26]=[CH:25][CH:24]=[CH:23][CH:22]=2)=[O:15])[CH2:12][CH2:11][N:10]([C:34]([O:36][C:37]([CH3:40])([CH3:39])[CH3:38])=[O:35])[CH2:9]1)[C:2]1[CH:3]=[CH:4][CH:5]=[CH:6][CH:7]=1. (2) The product is: [CH3:11][C:4]1[CH:3]=[CH:2][C:7]([C:2]2[CH:7]=[CH:6][CH:5]=[CH:4][CH:3]=2)=[CH:6][C:5]=1[N+:8]([O-:10])=[O:9]. Given the reactants Br[C:2]1[CH:7]=[CH:6][C:5]([N+:8]([O-:10])=[O:9])=[C:4]([CH3:11])[CH:3]=1.P([O-])([O-])([O-])=O.[K+].[K+].[K+], predict the reaction product. (3) Given the reactants [C:1]([CH:3]1[CH2:6][N:5]([C:7](=[O:31])[C@H:8]([NH:10][C:11]([C:13]2[C:21]3[C:16](=[N:17][CH:18]=[C:19](Br)[N:20]=3)[N:15]([CH2:23][O:24][CH2:25][CH2:26][Si:27]([CH3:30])([CH3:29])[CH3:28])[CH:14]=2)=[O:12])[CH3:9])[CH2:4]1)#[N:2].[F:32][C:33]1[CH:34]=[CH:35][C:36]2[N:37]([C:39]([CH2:55][OH:56])=[N:40][C:41]=2[Sn](CCCC)(CCCC)CCCC)[CH:38]=1, predict the reaction product. The product is: [C:1]([CH:3]1[CH2:6][N:5]([C:7](=[O:31])[C@H:8]([NH:10][C:11]([C:13]2[C:21]3[C:16](=[N:17][CH:18]=[C:19]([C:41]4[N:40]=[C:39]([CH2:55][OH:56])[N:37]5[CH:38]=[C:33]([F:32])[CH:34]=[CH:35][C:36]=45)[N:20]=3)[N:15]([CH2:23][O:24][CH2:25][CH2:26][Si:27]([CH3:30])([CH3:29])[CH3:28])[CH:14]=2)=[O:12])[CH3:9])[CH2:4]1)#[N:2]. (4) Given the reactants [CH2:1]([C:8]1[CH:13]=[CH:12][C:11]([C:14]2[CH:19]=[CH:18][C:17]([C:20]([OH:22])=O)=[CH:16][CH:15]=2)=[CH:10][CH:9]=1)[CH2:2][CH2:3][CH2:4][CH2:5][CH2:6][CH3:7].S(Cl)(Cl)=O.O.[NH2:28][NH2:29], predict the reaction product. The product is: [CH2:1]([C:8]1[CH:13]=[CH:12][C:11]([C:14]2[CH:19]=[CH:18][C:17]([C:20]([NH:28][NH2:29])=[O:22])=[CH:16][CH:15]=2)=[CH:10][CH:9]=1)[CH2:2][CH2:3][CH2:4][CH2:5][CH2:6][CH3:7]. (5) Given the reactants Br[C:2]1[CH:7]=[CH:6][C:5]([N:8]2[CH2:13][CH2:12][S:11](=[O:16])(=[N:14][CH3:15])[CH2:10][CH2:9]2)=[CH:4][CH:3]=1.[B:17]1([B:17]2[O:21][C:20]([CH3:23])([CH3:22])[C:19]([CH3:25])([CH3:24])[O:18]2)[O:21][C:20]([CH3:23])([CH3:22])[C:19]([CH3:25])([CH3:24])[O:18]1.CC([O-])=O.[K+], predict the reaction product. The product is: [CH3:15][N:14]=[S:11]1(=[O:16])[CH2:12][CH2:13][N:8]([C:5]2[CH:6]=[CH:7][C:2]([B:17]3[O:21][C:20]([CH3:23])([CH3:22])[C:19]([CH3:25])([CH3:24])[O:18]3)=[CH:3][CH:4]=2)[CH2:9][CH2:10]1. (6) Given the reactants [NH2:1][C:2]1[N:6]([CH:7]2[CH2:9][CH2:8]2)[N:5]=[CH:4][C:3]=1[C:10]1[C:11]([O:26][CH:27]2[CH2:30][CH2:29][CH2:28]2)=[C:12]2[C:17](=[CH:18][CH:19]=1)[N:16]([C:20]([CH:22]1[CH2:24][CH2:23]1)=[O:21])[C@@H:15]([CH3:25])[CH2:14][CH2:13]2.[OH-].[Na+].[CH3:33][S:34](Cl)(=[O:36])=[O:35].Cl, predict the reaction product. The product is: [CH:27]1([O:26][C:11]2[C:10]([C:3]3[CH:4]=[N:5][N:6]([CH:7]4[CH2:9][CH2:8]4)[C:2]=3[NH:1][S:34]([CH3:33])(=[O:36])=[O:35])=[CH:19][CH:18]=[C:17]3[C:12]=2[CH2:13][CH2:14][C@H:15]([CH3:25])[N:16]3[C:20]([CH:22]2[CH2:24][CH2:23]2)=[O:21])[CH2:28][CH2:29][CH2:30]1.